Dataset: Forward reaction prediction with 1.9M reactions from USPTO patents (1976-2016). Task: Predict the product of the given reaction. (1) Given the reactants [C:1]([O:5][C:6](=[O:15])[NH:7][CH:8]1[CH2:13][CH2:12][C:11](=O)[CH2:10][CH2:9]1)([CH3:4])([CH3:3])[CH3:2].[BH-](OC(C)=O)(OC(C)=O)OC(C)=O.[Na+].CC(O)=O.[CH:34]([O:37][C:38]1[CH:43]=[CH:42][CH:41]=[CH:40][C:39]=1[CH:44]1[CH2:49][CH2:48][NH:47][CH2:46][CH2:45]1)([CH3:36])[CH3:35], predict the reaction product. The product is: [C:1]([O:5][C:6](=[O:15])[NH:7][CH:8]1[CH2:13][CH2:12][CH:11]([N:47]2[CH2:48][CH2:49][CH:44]([C:39]3[CH:40]=[CH:41][CH:42]=[CH:43][C:38]=3[O:37][CH:34]([CH3:36])[CH3:35])[CH2:45][CH2:46]2)[CH2:10][CH2:9]1)([CH3:4])([CH3:3])[CH3:2]. (2) Given the reactants [C:1]([O:5][C:6]([NH:8][C@H:9]1[CH2:13][C@@:12]([CH2:17][CH3:18])([C:14]([OH:16])=[O:15])[CH:11]=[CH:10]1)=[O:7])([CH3:4])([CH3:3])[CH3:2], predict the reaction product. The product is: [C:1]([O:5][C:6]([NH:8][C@@H:9]1[CH2:10][CH2:11][C@:12]([CH2:17][CH3:18])([C:14]([OH:16])=[O:15])[CH2:13]1)=[O:7])([CH3:4])([CH3:3])[CH3:2]. (3) The product is: [C:1]([NH:5][C:6]1[C:15]2[CH:14]=[CH:13][CH:12]=[C:11]([C:16]([NH:18][C:19]3[CH:24]=[C:23]([NH:25][C:26]([NH:28][C:29]4[CH:30]=[C:31]([C:36]([F:39])([F:38])[F:37])[CH:32]=[CH:33][C:34]=4[F:41])=[O:27])[CH:22]=[CH:21][C:20]=3[CH3:40])=[O:17])[C:10]=2[CH:9]=[CH:8][N:7]=1)([CH3:4])([CH3:3])[CH3:2]. Given the reactants [C:1]([NH:5][C:6]1[C:15]2[CH:14]=[CH:13][CH:12]=[C:11]([C:16]([NH:18][C:19]3[CH:24]=[C:23]([NH:25][C:26]([NH:28][C:29]4[CH:34]=[CH:33][C:32](Cl)=[C:31]([C:36]([F:39])([F:38])[F:37])[CH:30]=4)=[O:27])[CH:22]=[CH:21][C:20]=3[CH3:40])=[O:17])[C:10]=2[CH:9]=[CH:8][N:7]=1)([CH3:4])([CH3:3])[CH3:2].[F:41]C1C=CC(C(F)(F)F)=CC=1N=C=O, predict the reaction product. (4) Given the reactants [F:1][C:2]1[C:21]([F:22])=[CH:20][CH:19]=[CH:18][C:3]=1[CH2:4][N:5]1[C:9]2=[N:10][C:11]([CH3:15])=[C:12]([F:14])[CH:13]=[C:8]2[C:7]([C:16]#[N:17])=[N:6]1.C[O-].[Na+].[Cl-].[NH4+:27].C(O)(=O)C, predict the reaction product. The product is: [F:1][C:2]1[C:21]([F:22])=[CH:20][CH:19]=[CH:18][C:3]=1[CH2:4][N:5]1[C:9]2=[N:10][C:11]([CH3:15])=[C:12]([F:14])[CH:13]=[C:8]2[C:7]([C:16](=[NH:27])[NH2:17])=[N:6]1. (5) The product is: [NH2:5][C:4]1[CH:3]=[CH:9][C:8]([CH:23]2[CH2:18][CH2:17][N:16]([CH3:13])[CH2:19][CH2:21]2)=[CH:7][CH:6]=1. Given the reactants CO[C:3]1[CH:9]=[C:8]([N+]([O-])=O)[CH:7]=[CH:6][C:4]=1[NH2:5].[CH:13]([N:16]([CH:19]([CH3:21])C)[CH2:17][CH3:18])(C)C.Cl[CH2:23]C(Cl)=O.NC1C=CC=CC=1, predict the reaction product. (6) The product is: [Cl:19][C:10]1[CH:9]=[C:8]2[C:13]([C:14](=[O:16])[CH:15]=[C:6]([C:4]([OH:5])=[O:3])[O:7]2)=[CH:12][C:11]=1[C:17]#[N:18]. Given the reactants C([O:3][C:4]([C:6]1[O:7][C:8]2[C:13]([C:14](=[O:16])[CH:15]=1)=[CH:12][C:11]([C:17]#[N:18])=[C:10]([Cl:19])[CH:9]=2)=[O:5])C.Cl, predict the reaction product.